Dataset: Catalyst prediction with 721,799 reactions and 888 catalyst types from USPTO. Task: Predict which catalyst facilitates the given reaction. (1) Reactant: [C:1]([O:5][C:6](=[O:23])[NH:7][C@H:8]1[C@H:13]([O:14][Si:15]([C:18]([CH3:21])([CH3:20])[CH3:19])([CH3:17])[CH3:16])[C@@H:12]([CH3:22])[CH2:11][NH:10][CH2:9]1)([CH3:4])([CH3:3])[CH3:2].[CH2:24]([O:31][C:32](ON1C(=O)CCC1=O)=[O:33])[C:25]1[CH:30]=[CH:29][CH:28]=[CH:27][CH:26]=1. Product: [CH2:24]([O:31][C:32]([N:10]1[CH2:11][C@H:12]([CH3:22])[C@@H:13]([O:14][Si:15]([C:18]([CH3:21])([CH3:20])[CH3:19])([CH3:16])[CH3:17])[C@H:8]([NH:7][C:6]([O:5][C:1]([CH3:4])([CH3:2])[CH3:3])=[O:23])[CH2:9]1)=[O:33])[C:25]1[CH:30]=[CH:29][CH:28]=[CH:27][CH:26]=1. The catalyst class is: 91. (2) Reactant: [C:1](#[N:4])[CH:2]=[CH2:3].[CH:5]([O:8][C:9]([N:11]1[C:20]2[C:15](=[CH:16][C:17]([C:21]([F:24])([F:23])[F:22])=[CH:18][CH:19]=2)[C@@H:14]([N:25]([CH2:31][C:32]2[CH:37]=[C:36]([C:38]([F:41])([F:40])[F:39])[CH:35]=[C:34]([C:42]([F:45])([F:44])[F:43])[CH:33]=2)[C:26]2[NH:30][N:29]=[N:28][N:27]=2)[CH2:13][C@H:12]1[CH2:46][CH3:47])=[O:10])([CH3:7])[CH3:6].C(N(CC)CC)C. Product: [CH:5]([O:8][C:9]([N:11]1[C:20]2[C:15](=[CH:16][C:17]([C:21]([F:24])([F:23])[F:22])=[CH:18][CH:19]=2)[C@@H:14]([N:25]([CH2:31][C:32]2[CH:37]=[C:36]([C:38]([F:39])([F:40])[F:41])[CH:35]=[C:34]([C:42]([F:43])([F:44])[F:45])[CH:33]=2)[C:26]2[N:27]=[N:28][N:29]([CH2:3][CH2:2][C:1]#[N:4])[N:30]=2)[CH2:13][C@H:12]1[CH2:46][CH3:47])=[O:10])([CH3:7])[CH3:6]. The catalyst class is: 10. (3) Reactant: [CH:1]1([C:6]([OH:27])([C:17]#[C:18][C:19]2[CH:24]=[CH:23][C:22]([O:25][CH3:26])=[CH:21][CH:20]=2)[CH2:7][C:8]2[O:13]C(C)(C)O[C:10](=[O:16])[CH:9]=2)[CH2:5][CH2:4][CH2:3][CH2:2]1.[OH-].[Na+]. Product: [CH:1]1([C:6]2([C:17]#[C:18][C:19]3[CH:20]=[CH:21][C:22]([O:25][CH3:26])=[CH:23][CH:24]=3)[O:27][C:10](=[O:16])[CH2:9][C:8](=[O:13])[CH2:7]2)[CH2:2][CH2:3][CH2:4][CH2:5]1. The catalyst class is: 5.